Dataset: Forward reaction prediction with 1.9M reactions from USPTO patents (1976-2016). Task: Predict the product of the given reaction. Given the reactants P([O-])([O-])([O-])=O.[K+].[K+].[K+].N[C@@H]1CCCC[C@H]1N.[Cl:17][C:18]1[C:23]([N:24]2[C:28]([CH3:29])=[C:27](I)[N:26]=[N:25]2)=[CH:22][CH:21]=[CH:20][N:19]=1.[C:31]([O:35][C:36]([N:38]1[CH2:43][CH2:42][NH:41][C:40](=[O:44])[CH2:39]1)=[O:37])([CH3:34])([CH3:33])[CH3:32], predict the reaction product. The product is: [Cl:17][C:18]1[C:23]([N:24]2[C:28]([CH3:29])=[C:27]([N:41]3[CH2:42][CH2:43][N:38]([C:36]([O:35][C:31]([CH3:33])([CH3:32])[CH3:34])=[O:37])[CH2:39][C:40]3=[O:44])[N:26]=[N:25]2)=[CH:22][CH:21]=[CH:20][N:19]=1.